From a dataset of Reaction yield outcomes from USPTO patents with 853,638 reactions. Predict the reaction yield, written as a fraction of the theoretical maximum amount of product (1.0 means a 100% yield; for example, 0.34 means a 34% yield). (1) The reactants are [CH3:1][S:2]([C:5]1[CH:10]=[C:9]([CH2:11][NH:12]C(=O)OC(C)(C)C)[CH:8]=[CH:7][N:6]=1)(=[O:4])=[O:3].[ClH:20]. The catalyst is CC(O)C. The product is [ClH:20].[CH3:1][S:2]([C:5]1[CH:10]=[C:9]([CH2:11][NH2:12])[CH:8]=[CH:7][N:6]=1)(=[O:4])=[O:3]. The yield is 0.920. (2) The product is [CH:25]([N:26]1[CH2:31][CH2:30][N:29]([CH2:17][CH2:16][CH2:15][CH:13]2[O:12][N:11]=[C:10]([C:6]3[CH:7]=[CH:8][CH:9]=[C:4]([N+:1]([O-:3])=[O:2])[CH:5]=3)[CH2:14]2)[CH2:28][CH2:27]1)([C:32]1[CH:37]=[CH:36][CH:35]=[CH:34][CH:33]=1)[C:19]1[CH:24]=[CH:23][CH:22]=[CH:21][CH:20]=1. The catalyst is C(Cl)Cl. The yield is 0.484. The reactants are [N+:1]([C:4]1[CH:5]=[C:6]([C:10]2[CH2:14][CH:13]([CH2:15][CH2:16][CH:17]=O)[O:12][N:11]=2)[CH:7]=[CH:8][CH:9]=1)([O-:3])=[O:2].[C:19]1([CH:25]([C:32]2[CH:37]=[CH:36][CH:35]=[CH:34][CH:33]=2)[N:26]2[CH2:31][CH2:30][NH:29][CH2:28][CH2:27]2)[CH:24]=[CH:23][CH:22]=[CH:21][CH:20]=1.[BH-](OC(C)=O)(OC(C)=O)OC(C)=O.[Na+]. (3) The reactants are [Br:1][C:2]1[N:6]2[N:7]=[C:8](F)[CH:9]=[CH:10][C:5]2=[N:4][CH:3]=1.[CH:12]1([NH2:18])[CH2:17][CH2:16]C[CH2:14][CH2:13]1.C(=O)([O-])[O-:20].[Cs+].[Cs+]. The catalyst is CN(C=O)C. The product is [Br:1][C:2]1[N:6]2[N:7]=[C:8]([NH:18][CH:12]3[CH2:17][CH2:16][O:20][CH2:14][CH2:13]3)[CH:9]=[CH:10][C:5]2=[N:4][CH:3]=1. The yield is 0.730. (4) The reactants are [N+:1]([C:4]1[CH:22]=[CH:21][C:7]([O:8][CH2:9][C:10]2[O:14][N:13]=[C:12]([C:15]3[CH:20]=[CH:19][CH:18]=[CH:17][CH:16]=3)[N:11]=2)=[CH:6][CH:5]=1)([O-])=O.S(S([O-])=O)([O-])=O.[Na+].[Na+].C([O-])([O-])=O.[K+].[K+]. The product is [NH2:1][C:4]1[CH:22]=[CH:21][C:7]([O:8][CH2:9][C:10]2[O:14][N:13]=[C:12]([C:15]3[CH:20]=[CH:19][CH:18]=[CH:17][CH:16]=3)[N:11]=2)=[CH:6][CH:5]=1. The yield is 0.510. The catalyst is CO.C(Cl)Cl. (5) The reactants are [C:1]([C:3]1[C:4](Cl)=[N:5][CH:6]=[CH:7][CH:8]=1)#[N:2].[CH3:10]B(O)O.C([O-])([O-])=O.[K+].[K+]. The catalyst is O1CCOCC1.C(Cl)Cl.C1C=CC([P]([Pd]([P](C2C=CC=CC=2)(C2C=CC=CC=2)C2C=CC=CC=2)([P](C2C=CC=CC=2)(C2C=CC=CC=2)C2C=CC=CC=2)[P](C2C=CC=CC=2)(C2C=CC=CC=2)C2C=CC=CC=2)(C2C=CC=CC=2)C2C=CC=CC=2)=CC=1. The product is [C:1]([C:3]1[C:4]([CH3:10])=[N:5][CH:6]=[CH:7][CH:8]=1)#[N:2]. The yield is 0.460. (6) The reactants are [NH2:1][C@H:2]1[CH2:7][CH2:6][C@H:5]([C:8]([OH:10])=[O:9])[CH2:4][CH2:3]1.S(Cl)(Cl)=O.[CH2:15](N(CC)CC)C.[CH3:22][C:23]([O:26][C:27](O[C:27]([O:26][C:23]([CH3:25])([CH3:24])[CH3:22])=[O:28])=[O:28])([CH3:25])[CH3:24].C(=O)(O)[O-].[Na+]. The catalyst is CO.C(Cl)Cl. The product is [C:23]([O:26][C:27]([NH:1][C@H:2]1[CH2:7][CH2:6][C@H:5]([C:8]([O:10][CH3:15])=[O:9])[CH2:4][CH2:3]1)=[O:28])([CH3:25])([CH3:24])[CH3:22]. The yield is 1.00. (7) The reactants are Cl.[S:2]([N:12]1[C:16]2=[N:17][CH:18]=[C:19]([CH2:21][NH2:22])[N:20]=[C:15]2[CH:14]=[CH:13]1)([C:5]1[CH:11]=[CH:10][C:8]([CH3:9])=[CH:7][CH:6]=1)(=[O:4])=[O:3].[C:23]([O:27][C:28]([N:30]1[CH2:35][CH2:34][C@@H:33]([CH3:36])[C@@H:32]([C:37](O)=[O:38])[CH2:31]1)=[O:29])([CH3:26])([CH3:25])[CH3:24].CN(C(ON1N=NC2C=CC=NC1=2)=[N+](C)C)C.F[P-](F)(F)(F)(F)F.CCN(C(C)C)C(C)C. The catalyst is C(Cl)Cl. The product is [C:23]([O:27][C:28]([N:30]1[CH2:35][CH2:34][C@@H:33]([CH3:36])[C@@H:32]([C:37](=[O:38])[NH:22][CH2:21][C:19]2[N:20]=[C:15]3[CH:14]=[CH:13][N:12]([S:2]([C:5]4[CH:6]=[CH:7][C:8]([CH3:9])=[CH:10][CH:11]=4)(=[O:3])=[O:4])[C:16]3=[N:17][CH:18]=2)[CH2:31]1)=[O:29])([CH3:25])([CH3:26])[CH3:24]. The yield is 0.960.